Dataset: Catalyst prediction with 721,799 reactions and 888 catalyst types from USPTO. Task: Predict which catalyst facilitates the given reaction. (1) Reactant: [CH3:1][O:2][C:3]1[CH:8]=[CH:7][C:6]([N+:9]([O-])=O)=[CH:5][C:4]=1[N:12]1[CH2:17][CH2:16][N:15]([CH2:18][CH2:19][S:20]([CH3:23])(=[O:22])=[O:21])[CH2:14][CH2:13]1. Product: [CH3:1][O:2][C:3]1[CH:8]=[CH:7][C:6]([NH2:9])=[CH:5][C:4]=1[N:12]1[CH2:17][CH2:16][N:15]([CH2:18][CH2:19][S:20]([CH3:23])(=[O:21])=[O:22])[CH2:14][CH2:13]1. The catalyst class is: 50. (2) Reactant: [S:1]1[CH:5]=[CH:4][C:3](B(O)O)=[CH:2]1.[Cl:9][C:10]1[N:15]=[C:14](Cl)[CH:13]=[CH:12][N:11]=1.C([O-])([O-])=O.[Na+].[Na+]. Product: [Cl:9][C:10]1[N:15]=[C:14]([C:3]2[CH:4]=[CH:5][S:1][CH:2]=2)[CH:13]=[CH:12][N:11]=1. The catalyst class is: 790. (3) Product: [CH3:4][C:2]([C:5]1[CH:6]=[C:7]([S:16][C:17]([S:20][C:21]2[CH:22]=[C:23]([C:39]([CH3:42])([CH3:41])[CH3:40])[C:24]([O:25][CH2:26][CH2:27][CH2:28][C:29]([OH:31])=[O:30])=[C:33]([C:35]([CH3:38])([CH3:37])[CH3:36])[CH:34]=2)([CH3:18])[CH3:19])[CH:8]=[C:9]([C:12]([CH3:13])([CH3:14])[CH3:15])[C:10]=1[OH:11])([CH3:1])[CH3:3]. The catalyst class is: 170. Reactant: [CH3:1][C:2]([C:5]1[CH:6]=[C:7]([S:16][C:17]([S:20][C:21]2[CH:34]=[C:33]([C:35]([CH3:38])([CH3:37])[CH3:36])[C:24]([O:25][CH2:26][CH2:27][CH2:28][C:29]([O:31]C)=[O:30])=[C:23]([C:39]([CH3:42])([CH3:41])[CH3:40])[CH:22]=2)([CH3:19])[CH3:18])[CH:8]=[C:9]([C:12]([CH3:15])([CH3:14])[CH3:13])[C:10]=1[OH:11])([CH3:4])[CH3:3].CO.O.O.[OH-].[Li+].Cl. (4) Reactant: [CH:1]1([C:4]2[CH:11]=[CH:10][C:7]([C:8]#[N:9])=[C:6]([OH:12])[N:5]=2)[CH2:3][CH2:2]1.C1C(=O)N([Br:20])C(=O)C1. Product: [Br:20][C:11]1[C:4]([CH:1]2[CH2:2][CH2:3]2)=[N:5][C:6]([OH:12])=[C:7]([CH:10]=1)[C:8]#[N:9]. The catalyst class is: 26. (5) Reactant: [NH2:1][C:2]1[CH:7]=[CH:6][C:5]([C:8]2([C:11]([O:13][CH3:14])=[O:12])[CH2:10][CH2:9]2)=[CH:4][CH:3]=1.C1C(=O)N([Br:22])C(=O)C1.O. Product: [NH2:1][C:2]1[CH:3]=[CH:4][C:5]([C:8]2([C:11]([O:13][CH3:14])=[O:12])[CH2:10][CH2:9]2)=[CH:6][C:7]=1[Br:22]. The catalyst class is: 10. (6) Reactant: Cl[C:2]1[N:7]=[C:6]([C:8]2[S:12][C:11]([CH:13]([CH3:15])[CH3:14])=[N:10][C:9]=2[C:16]2[CH:17]=[C:18]([NH:22][S:23]([C:26]3[CH:31]=[CH:30][CH:29]=[C:28]([F:32])[CH:27]=3)(=[O:25])=[O:24])[CH:19]=[CH:20][CH:21]=2)[CH:5]=[CH:4][N:3]=1.Cl.[NH2:34][CH2:35][C:36]([NH2:38])=[O:37].C([O-])([O-])=O.[K+].[K+]. Product: [F:32][C:28]1[CH:27]=[C:26]([S:23]([NH:22][C:18]2[CH:17]=[C:16]([C:9]3[N:10]=[C:11]([CH:13]([CH3:15])[CH3:14])[S:12][C:8]=3[C:6]3[CH:5]=[CH:4][N:3]=[C:2]([NH:34][CH2:35][C:36]([NH2:38])=[O:37])[N:7]=3)[CH:21]=[CH:20][CH:19]=2)(=[O:25])=[O:24])[CH:31]=[CH:30][CH:29]=1. The catalyst class is: 51.